Dataset: Peptide-MHC class I binding affinity with 185,985 pairs from IEDB/IMGT. Task: Regression. Given a peptide amino acid sequence and an MHC pseudo amino acid sequence, predict their binding affinity value. This is MHC class I binding data. The peptide sequence is TERQANFL. The MHC is HLA-B40:02 with pseudo-sequence HLA-B40:02. The binding affinity (normalized) is 0.735.